Predict which catalyst facilitates the given reaction. From a dataset of Catalyst prediction with 721,799 reactions and 888 catalyst types from USPTO. (1) Reactant: [CH3:1][C:2]([O:5][C:6]([NH:8][CH2:9][C:10]([OH:12])=O)=[O:7])([CH3:4])[CH3:3].CN(C(ON1N=NC2C=CC=NC1=2)=[N+](C)C)C.F[P-](F)(F)(F)(F)F.CCN(C(C)C)C(C)C.[C:46]([N:49]1[C:58]2[C:53](=[CH:54][C:55]([C:59]([NH:61]O)=[NH:60])=[CH:56][CH:57]=2)[C@H:52]([NH:63][C:64](=[O:69])[O:65][CH:66]([CH3:68])[CH3:67])[CH2:51][C@@H:50]1[CH3:70])(=[O:48])[CH3:47]. Product: [C:46]([N:49]1[C:58]2[C:53](=[CH:54][C:55]([C:59]3[N:61]=[C:10]([CH2:9][NH:8][C:6]([O:5][C:2]([CH3:1])([CH3:3])[CH3:4])=[O:7])[O:12][N:60]=3)=[CH:56][CH:57]=2)[C@H:52]([NH:63][C:64](=[O:69])[O:65][CH:66]([CH3:67])[CH3:68])[CH2:51][C@@H:50]1[CH3:70])(=[O:48])[CH3:47]. The catalyst class is: 508. (2) Reactant: [OH:1][CH2:2][C:3]1[CH:10]=[C:9]([CH3:11])[C:6]([CH:7]=[O:8])=[C:5]([CH3:12])[C:4]=1[CH3:13].[C:14]1(O)[CH:19]=[CH:18][CH:17]=[CH:16][CH:15]=1.C1(P(C2C=CC=CC=2)C2C=CC=CC=2)C=CC=CC=1.N(C(OCC)=O)=NC(OCC)=O. Product: [CH3:12][C:5]1[C:4]([CH3:13])=[C:3]([CH2:2][O:1][C:14]2[CH:19]=[CH:18][CH:17]=[CH:16][CH:15]=2)[CH:10]=[C:9]([CH3:11])[C:6]=1[CH:7]=[O:8]. The catalyst class is: 7. (3) Reactant: N#N.[CH3:3][C:4]1([C:9]2[S:13][C:12]([CH2:14][N:15]3[CH:19]=[C:18]([N+:20]([O-])=O)[CH:17]=[N:16]3)=[N:11][CH:10]=2)[O:8][CH2:7][CH2:6][O:5]1.[NH4+].[Cl-]. Product: [CH3:3][C:4]1([C:9]2[S:13][C:12]([CH2:14][N:15]3[CH:19]=[C:18]([NH2:20])[CH:17]=[N:16]3)=[N:11][CH:10]=2)[O:8][CH2:7][CH2:6][O:5]1. The catalyst class is: 314. (4) Reactant: [Cl:1][C:2]1[C:3]([C:8]([CH3:12])([CH3:11])[C:9]#[N:10])=[N:4][CH:5]=[CH:6][CH:7]=1.ClC1C(Cl)=CC=CN=1.[OH2:21]. Product: [Cl:1][C:2]1[C:3]([C:8]([CH3:12])([CH3:11])[C:9]([NH2:10])=[O:21])=[N:4][CH:5]=[CH:6][CH:7]=1. The catalyst class is: 33.